This data is from Reaction yield outcomes from USPTO patents with 853,638 reactions. The task is: Predict the reaction yield, written as a fraction of the theoretical maximum amount of product (1.0 means a 100% yield; for example, 0.34 means a 34% yield). The reactants are [CH3:1][C:2]1[C:3]([C@H:8]2[CH2:13][CH2:12][CH2:11][C@@H:10]([C:14]3[C:19]([CH3:20])=[CH:18][CH:17]=[CH:16][N:15]=3)[NH:9]2)=[N:4][CH:5]=[CH:6][CH:7]=1.[N:21]1[CH:26]=[CH:25][CH:24]=[CH:23][C:22]=1[CH2:27][CH2:28]OS(C)(=O)=O.C([O-])([O-])=O.[K+].[K+]. The catalyst is CN(C=O)C. The product is [CH3:1][C:2]1[C:3]([C@H:8]2[CH2:13][CH2:12][CH2:11][C@@H:10]([C:14]3[C:19]([CH3:20])=[CH:18][CH:17]=[CH:16][N:15]=3)[N:9]2[CH2:28][CH2:27][C:22]2[CH:23]=[CH:24][CH:25]=[CH:26][N:21]=2)=[N:4][CH:5]=[CH:6][CH:7]=1. The yield is 0.430.